This data is from Full USPTO retrosynthesis dataset with 1.9M reactions from patents (1976-2016). The task is: Predict the reactants needed to synthesize the given product. (1) Given the product [N:28]1[CH:29]=[CH:30][CH:31]=[CH:32][C:27]=1[C:9]1[CH:10]=[CH:11][C:12]([C:13]([O:15][CH3:16])=[O:14])=[CH:17][CH:18]=1, predict the reactants needed to synthesize it. The reactants are: CC1(C)C(C)(C)OB([C:9]2[CH:18]=[CH:17][C:12]([C:13]([O:15][CH3:16])=[O:14])=[CH:11][CH:10]=2)O1.C([O-])([O-])=O.[Na+].[Na+].Br[C:27]1[CH:32]=[CH:31][CH:30]=[CH:29][N:28]=1. (2) Given the product [F:11][C:12]([F:22])([F:23])[C:13]1[CH:14]=[C:15]([CH:19]=[CH:20][CH:21]=1)[C:16]([NH:1][C:2]1[CH:3]=[C:4]2[C:8](=[CH:9][CH:10]=1)[NH:7][CH:6]=[CH:5]2)=[O:17], predict the reactants needed to synthesize it. The reactants are: [NH2:1][C:2]1[CH:3]=[C:4]2[C:8](=[CH:9][CH:10]=1)[NH:7][CH:6]=[CH:5]2.[F:11][C:12]([F:23])([F:22])[C:13]1[CH:14]=[C:15]([CH:19]=[CH:20][CH:21]=1)[C:16](O)=[O:17].C(O)(=O)C1C=CC=CC=1. (3) The reactants are: [C:1]([O:5][C:6]([NH:8][CH2:9][CH2:10][CH2:11][C@H:12]([NH:15][C:16](=[O:22])[O:17][C:18]([CH3:21])([CH3:20])[CH3:19])[CH2:13][OH:14])=[O:7])([CH3:4])([CH3:3])[CH3:2].[CH3:23][S:24](Cl)(=[O:26])=[O:25].C(N(CC)CC)C. Given the product [CH3:23][S:24]([O:14][CH2:13][C@@H:12]([NH:15][C:16]([O:17][C:18]([CH3:21])([CH3:20])[CH3:19])=[O:22])[CH2:11][CH2:10][CH2:9][NH:8][C:6]([O:5][C:1]([CH3:3])([CH3:4])[CH3:2])=[O:7])(=[O:26])=[O:25], predict the reactants needed to synthesize it. (4) Given the product [Br:1][C:2]1[CH:9]=[C:8]([S:10][C:11]2[CH:16]=[CH:15][C:14]([Cl:17])=[CH:13][CH:12]=2)[CH:7]=[CH:6][C:3]=1[CH2:4][OH:5], predict the reactants needed to synthesize it. The reactants are: [Br:1][C:2]1[CH:9]=[C:8]([S:10][C:11]2[CH:16]=[CH:15][C:14]([Cl:17])=[CH:13][CH:12]=2)[CH:7]=[CH:6][C:3]=1[CH:4]=[O:5].[BH4-].[Na+]. (5) The reactants are: [CH3:1][S:2][C:3]1[N:8]=[C:7]([C:9](=[O:11])[CH3:10])[CH:6]=[CH:5][N:4]=1.[Br:12]Br. Given the product [Br:12][CH2:10][C:9]([C:7]1[CH:6]=[CH:5][N:4]=[C:3]([S:2][CH3:1])[N:8]=1)=[O:11], predict the reactants needed to synthesize it. (6) Given the product [CH:22]1([N:7]2[C:8]3[C:17]4[CH:16]=[CH:15][CH:14]=[C:13]([O:18][CH3:19])[C:12]=4[N:11]=[CH:10][C:9]=3[C:20](=[O:21])[NH:5][C:6]2=[O:27])[CH2:23][CH2:24][CH2:25][CH2:26]1, predict the reactants needed to synthesize it. The reactants are: C([N:5]1[C:20](=[O:21])[C:9]2[CH:10]=[N:11][C:12]3[C:13]([O:18][CH3:19])=[CH:14][CH:15]=[CH:16][C:17]=3[C:8]=2[N:7]([CH:22]2[CH2:26][CH2:25][CH2:24][CH2:23]2)[C:6]1=[O:27])(C)(C)C.FC(F)(F)C(O)=O.